From a dataset of Reaction yield outcomes from USPTO patents with 853,638 reactions. Predict the reaction yield, written as a fraction of the theoretical maximum amount of product (1.0 means a 100% yield; for example, 0.34 means a 34% yield). (1) The product is [N:2]1([CH2:7][C:8]([NH:11][C@@H:12]([CH2:30][O:31][CH2:32][C:33]2[CH:38]=[CH:37][CH:36]=[CH:35][C:34]=2[O:39][C:40]([F:43])([F:41])[F:42])[C:13]([NH:15][C:16]2[CH:21]=[CH:20][C:19]([O:22][C:23]3[CH:24]=[CH:25][C:26]([F:29])=[CH:27][CH:28]=3)=[CH:18][CH:17]=2)=[O:14])=[O:10])[CH:6]=[N:5][CH:4]=[N:3]1. The reactants are Cl.[N:2]1([CH2:7][C:8]([OH:10])=O)[CH:6]=[N:5][CH:4]=[N:3]1.[NH2:11][C@@H:12]([CH2:30][O:31][CH2:32][C:33]1[CH:38]=[CH:37][CH:36]=[CH:35][C:34]=1[O:39][C:40]([F:43])([F:42])[F:41])[C:13]([NH:15][C:16]1[CH:21]=[CH:20][C:19]([O:22][C:23]2[CH:28]=[CH:27][C:26]([F:29])=[CH:25][CH:24]=2)=[CH:18][CH:17]=1)=[O:14]. No catalyst specified. The yield is 0.650. (2) The reactants are [H-].[Na+].[Cl:3][C:4]1[C:5]2[CH:12]=[CH:11][NH:10][C:6]=2[N:7]=[CH:8][N:9]=1.Cl[CH2:14][O:15][CH2:16][C:17]1[CH:22]=[CH:21][CH:20]=[CH:19][CH:18]=1. The catalyst is O1CCCC1. The product is [CH2:16]([O:15][CH2:14][N:10]1[C:6]2[N:7]=[CH:8][N:9]=[C:4]([Cl:3])[C:5]=2[CH:12]=[CH:11]1)[C:17]1[CH:22]=[CH:21][CH:20]=[CH:19][CH:18]=1. The yield is 0.707. (3) The yield is 0.160. The catalyst is C(#N)C.C(OCC)(=O)C. The reactants are [CH:1]1([C:4]2[CH:15]=[CH:14][CH:13]=[C:12]([CH3:16])[C:5]=2[CH2:6][C:7]2[NH:8][CH2:9][CH2:10][N:11]=2)[CH2:3][CH2:2]1.N12CCCN=C1CCCCC2.ClN1C(=O)N(Cl)C(=O)N(Cl)C1=O. The product is [CH:1]1([C:4]2[CH:15]=[CH:14][CH:13]=[C:12]([CH3:16])[C:5]=2[CH2:6][C:7]2[NH:11][CH:10]=[CH:9][N:8]=2)[CH2:2][CH2:3]1. (4) The reactants are [Cl:1][C:2]1[C:7]2=[N:8][CH:9]=[C:10]([O:12][CH2:13][C:14]3OC=CN=3)[N:11]=[C:6]2[CH:5]=[CH:4][N:3]=1.Cl[C:20]1N=C2C=CN=C(Cl)C2=N[CH:25]=1.[CH2:31](O)C#CC. No catalyst specified. The product is [Cl:1][C:2]1[C:7]2=[N:8][CH:9]=[C:10]([O:12][CH:13]([C:14]#[C:20][CH3:25])[CH3:31])[N:11]=[C:6]2[CH:5]=[CH:4][N:3]=1. The yield is 0.510. (5) The reactants are C([O:8][C:9]1[CH:19]=[CH:18][C:12]([C:13]([N:15]([CH3:17])[CH3:16])=[O:14])=[CH:11][C:10]=1[C:20]([NH:22][C:23]1[CH:28]=[C:27]([C:29]([F:32])([F:31])[F:30])[CH:26]=[C:25]([C:33]([F:36])([F:35])[F:34])[CH:24]=1)=[O:21])C1C=CC=CC=1.C(O)C. The catalyst is [Pd].C(OCC)(=O)C. The product is [F:30][C:29]([F:31])([F:32])[C:27]1[CH:28]=[C:23]([NH:22][C:20](=[O:21])[C:10]2[CH:11]=[C:12]([CH:18]=[CH:19][C:9]=2[OH:8])[C:13]([N:15]([CH3:17])[CH3:16])=[O:14])[CH:24]=[C:25]([C:33]([F:35])([F:34])[F:36])[CH:26]=1. The yield is 0.912. (6) The reactants are C(#N)C1C(=CC=CC=1)C#N.[Cl-:11].[Al+3:12].[Cl-].[Cl-].NC(N)=O.[CH:19]1[CH:20]=[CH:21][C:22]2[C:23](=[C:25]3[N:57]=[C:56]4[N:58]=[C:49]([C:50]5[CH:51]=[CH:52][CH:53]=[CH:54][C:55]=54)[N:48]=[C:46]4[NH:47][C:39]([C:40]5[CH:41]=[CH:42][CH:43]=[CH:44][C:45]=54)=[N:38][C:36]4=[N:37][C:29]([C:30]5[CH:31]=[CH:32][CH:33]=[CH:34][C:35]=54)=[N:28][C:27]=2[NH:26]3)[CH:24]=1. The catalyst is [NH4+].[O-][Mo]([O-])(=O)=O.[O-][Mo]([O-])(=O)=O. The product is [CH:20]1[CH:21]=[C:22]2[C:27]3[N-:26][C:25]([C:23]2=[CH:24][CH:19]=1)=[N:57][C:56]1=[N:58][C:49]([C:50]2[C:55]1=[CH:54][CH:53]=[CH:52][CH:51]=2)=[N:48][C:46]1=[N:47][C:39]([C:40]2[C:45]1=[CH:44][CH:43]=[CH:42][CH:41]=2)=[N:38][C:36]1[N-:37][C:29](=[C:30]2[C:35]=1[CH:34]=[CH:33][CH:32]=[CH:31]2)[N:28]=3.[Al+3:12].[Cl-:11]. The yield is 0.993. (7) The reactants are [CH:1]([C:3]1[C:8]([C:9]([O:11][CH2:12][CH3:13])=[O:10])=[C:7]([O:14][CH3:15])[C:6]([O:16][CH3:17])=[CH:5][CH:4]=1)=[O:2].P([O-])(O)(O)=[O:19].[Na+].CC(=CC)C.Cl([O-])=O.[Na+]. The catalyst is C(O)(C)(C)C.O1CCCC1.O. The product is [CH2:12]([O:11][C:9]([C:8]1[C:7]([O:14][CH3:15])=[C:6]([O:16][CH3:17])[CH:5]=[CH:4][C:3]=1[C:1]([OH:19])=[O:2])=[O:10])[CH3:13]. The yield is 0.807. (8) The reactants are N1C2C=CC=CC=2N=N1.[CH3:10][C:11]1[CH:19]=[CH:18][C:14]([C:15](Cl)=[O:16])=[CH:13][CH:12]=1.[C:20]([NH:23][C@H:24]([C:27]([OH:29])=[O:28])[CH2:25][SH:26])(=[O:22])[CH3:21].CN1CCOCC1.Cl. The catalyst is O1CCCC1. The product is [C:20]([NH:23][CH:24]([CH2:25][S:26][C:15](=[O:16])[C:14]1[CH:18]=[CH:19][C:11]([CH3:10])=[CH:12][CH:13]=1)[C:27]([OH:29])=[O:28])(=[O:22])[CH3:21]. The yield is 0.600. (9) The reactants are B(F)(F)F.[CH2:5]([O:12][C:13]([N:15]1[CH2:19][CH2:18][CH2:17][CH:16]1[CH2:20][C:21]1[C:25]2[CH:26]=[CH:27][CH:28]=[CH:29][C:24]=2[O:23][C:22]=1[CH:30]=[CH:31][C:32](OCC)=[O:33])=[O:14])[C:6]1[CH:11]=[CH:10][CH:9]=[CH:8][CH:7]=1.CC(C[AlH]CC(C)C)C.CCOC(C)=O. The catalyst is C(Cl)Cl. The product is [CH2:5]([O:12][C:13]([N:15]1[CH2:19][CH2:18][CH2:17][CH:16]1[CH2:20][C:21]1[C:25]2[CH:26]=[CH:27][CH:28]=[CH:29][C:24]=2[O:23][C:22]=1[CH:30]=[CH:31][CH2:32][OH:33])=[O:14])[C:6]1[CH:7]=[CH:8][CH:9]=[CH:10][CH:11]=1. The yield is 0.720.